From a dataset of Catalyst prediction with 721,799 reactions and 888 catalyst types from USPTO. Predict which catalyst facilitates the given reaction. The catalyst class is: 11. Product: [CH3:18][N:19]([CH3:21])[CH:20]=[C:2]([F:1])[C:3]([C:5]1[C:10]([N+:11]([O-:13])=[O:12])=[CH:9][CH:8]=[C:7]([O:14][CH3:15])[N:6]=1)=[O:4]. Reactant: [F:1][CH2:2][C:3]([C:5]1[C:10]([N+:11]([O-:13])=[O:12])=[CH:9][CH:8]=[C:7]([O:14][CH3:15])[N:6]=1)=[O:4].CO[CH:18](OC)[N:19]([CH3:21])[CH3:20].